Dataset: KCNQ2 potassium channel screen with 302,405 compounds. Task: Binary Classification. Given a drug SMILES string, predict its activity (active/inactive) in a high-throughput screening assay against a specified biological target. (1) The drug is S1(=O)(=O)N(CC(=O)NC2CCCC2)C(=O)c2c1cccc2. The result is 0 (inactive). (2) The compound is s1c(N2CCN(CC2)C(=S)NC)nc(c1)c1ccc(F)cc1. The result is 0 (inactive). (3) The result is 0 (inactive). The drug is Fc1ccc(cc1)/C=N\Nc1n(N)cnn1. (4) The molecule is O(C(=O)N1CCN(CC1)C(=O)c1c2n(nc1)cccc2)CC. The result is 0 (inactive). (5) The result is 0 (inactive). The compound is O=C(NCCCC1N(C=2N(C(C3CCCCC3)CN2)C1)CCc1ccc(cc1)C)C1CCC1. (6) The molecule is Clc1cc(CN2CCN(CC2)C(=O)CC(C)C)ccc1. The result is 0 (inactive).